From a dataset of NCI-60 drug combinations with 297,098 pairs across 59 cell lines. Regression. Given two drug SMILES strings and cell line genomic features, predict the synergy score measuring deviation from expected non-interaction effect. (1) Drug 1: CCC(=C(C1=CC=CC=C1)C2=CC=C(C=C2)OCCN(C)C)C3=CC=CC=C3.C(C(=O)O)C(CC(=O)O)(C(=O)O)O. Drug 2: CC1CCCC2(C(O2)CC(NC(=O)CC(C(C(=O)C(C1O)C)(C)C)O)C(=CC3=CSC(=N3)C)C)C. Cell line: PC-3. Synergy scores: CSS=58.4, Synergy_ZIP=7.85, Synergy_Bliss=5.45, Synergy_Loewe=-18.9, Synergy_HSA=6.71. (2) Drug 1: C1=NC2=C(N=C(N=C2N1C3C(C(C(O3)CO)O)O)F)N. Drug 2: CC1=C(C(=CC=C1)Cl)NC(=O)C2=CN=C(S2)NC3=CC(=NC(=N3)C)N4CCN(CC4)CCO. Cell line: HS 578T. Synergy scores: CSS=11.1, Synergy_ZIP=-4.42, Synergy_Bliss=-4.05, Synergy_Loewe=-2.68, Synergy_HSA=-2.19. (3) Drug 1: CC(C1=C(C=CC(=C1Cl)F)Cl)OC2=C(N=CC(=C2)C3=CN(N=C3)C4CCNCC4)N. Drug 2: CN(C(=O)NC(C=O)C(C(C(CO)O)O)O)N=O. Cell line: ACHN. Synergy scores: CSS=7.96, Synergy_ZIP=-1.97, Synergy_Bliss=1.62, Synergy_Loewe=-6.78, Synergy_HSA=0.565. (4) Drug 1: C1CCC(C1)C(CC#N)N2C=C(C=N2)C3=C4C=CNC4=NC=N3. Drug 2: C(CN)CNCCSP(=O)(O)O. Cell line: MDA-MB-231. Synergy scores: CSS=0.307, Synergy_ZIP=-1.56, Synergy_Bliss=-3.75, Synergy_Loewe=-9.69, Synergy_HSA=-4.97.